This data is from Forward reaction prediction with 1.9M reactions from USPTO patents (1976-2016). The task is: Predict the product of the given reaction. The product is: [C:15]12([CH2:16][C:17]([N:10]3[C@H:9]([CH:6]([CH3:8])[CH3:7])[CH2:13][O:12][C:11]3=[O:14])=[O:18])[CH2:19][CH:3]([CH2:4]1)[CH2:2]2. Given the reactants [Li][CH2:2][CH2:3][CH2:4]C.[CH:6]([C@@H:9]1[CH2:13][O:12][C:11](=[O:14])[NH:10]1)([CH3:8])[CH3:7].[CH2:15]1[CH2:19][O:18][CH2:17][CH2:16]1, predict the reaction product.